This data is from Catalyst prediction with 721,799 reactions and 888 catalyst types from USPTO. The task is: Predict which catalyst facilitates the given reaction. Reactant: C(O[C:4](=[O:23])[CH:5]=[C:6]([NH:8][C:9]1[CH:14]=[CH:13][CH:12]=[C:11]([O:15][CH2:16][C:17]2[CH:22]=[CH:21][CH:20]=[CH:19][CH:18]=2)[CH:10]=1)[CH3:7])C.C1C=CC(C2C=CC=CC=2)=CC=1.C1C=CC(OC2C=CC=CC=2)=CC=1. Product: [CH2:16]([O:15][C:11]1[CH:10]=[C:9]2[C:14]([C:4]([OH:23])=[CH:5][C:6]([CH3:7])=[N:8]2)=[CH:13][CH:12]=1)[C:17]1[CH:18]=[CH:19][CH:20]=[CH:21][CH:22]=1. The catalyst class is: 194.